This data is from Forward reaction prediction with 1.9M reactions from USPTO patents (1976-2016). The task is: Predict the product of the given reaction. (1) Given the reactants [O:1]=[C:2]1[CH:10]=[C:9]2[C:5]([C:11]([O:13][CH3:14])=[O:12])([CH2:6][CH2:7][CH2:8]2)[CH2:4][CH2:3]1.CC1C=C2N=C3C(=NC(NC3=O)=O)N(C[C@H](O)[C@H](O)[C@H](O)CO)C2=CC=1C, predict the reaction product. The product is: [O:1]=[C:2]1[CH2:10][C@@H:9]2[C@:5]([C:11]([O:13][CH3:14])=[O:12])([CH2:6][CH2:7][CH2:8]2)[CH2:4][CH2:3]1.[O:1]=[C:2]1[CH2:10][C@H:9]2[C@:5]([C:11]([O:13][CH3:14])=[O:12])([CH2:6][CH2:7][CH2:8]2)[CH2:4][CH2:3]1. (2) Given the reactants [F:1][C:2]1[CH:7]=[C:6]([O:8]C)[CH:5]=[CH:4][C:3]=1[CH2:10][CH2:11][C:12]([O:14][CH2:15][CH3:16])=[O:13].[Cl-].[Al+3].[Cl-].[Cl-].C(S)CCCCCCC, predict the reaction product. The product is: [F:1][C:2]1[CH:7]=[C:6]([OH:8])[CH:5]=[CH:4][C:3]=1[CH2:10][CH2:11][C:12]([O:14][CH2:15][CH3:16])=[O:13]. (3) Given the reactants B(Br)(Br)Br.C[O:6][C:7]1[C:20]2[NH:19][C:18](=[O:21])[C:17]3[CH2:16][CH2:15][CH2:14][CH2:13][C:12]=3[C:11]=2[CH:10]=[CH:9][CH:8]=1.O.CCOC(C)=O, predict the reaction product. The product is: [OH:6][C:7]1[C:20]2[NH:19][C:18](=[O:21])[C:17]3[CH2:16][CH2:15][CH2:14][CH2:13][C:12]=3[C:11]=2[CH:10]=[CH:9][CH:8]=1. (4) Given the reactants [CH2:1]([O:8][C:9]1[CH:10]=[C:11]2[C:15](=[CH:16][C:17]=1[CH3:18])[NH:14][N:13]=[C:12]2[I:19])[C:2]1[CH:7]=[CH:6][CH:5]=[CH:4][CH:3]=1.C(=O)([O-])[O-].[K+].[K+].Br[CH2:27][C:28]([O:30][CH3:31])=[O:29], predict the reaction product. The product is: [CH2:1]([O:8][C:9]1[CH:10]=[C:11]2[C:15](=[CH:16][C:17]=1[CH3:18])[N:14]([CH2:27][C:28]([O:30][CH3:31])=[O:29])[N:13]=[C:12]2[I:19])[C:2]1[CH:3]=[CH:4][CH:5]=[CH:6][CH:7]=1. (5) Given the reactants [Cl:1][C:2]1[CH:7]=[C:6]([I:8])[CH:5]=[C:4]([Cl:9])[CH:3]=1.[Li+].CC([N-]C(C)C)C.CN([CH:21]=[O:22])C, predict the reaction product. The product is: [Cl:1][C:2]1[CH:7]=[C:6]([I:8])[CH:5]=[C:4]([Cl:9])[C:3]=1[CH:21]=[O:22].